From a dataset of Full USPTO retrosynthesis dataset with 1.9M reactions from patents (1976-2016). Predict the reactants needed to synthesize the given product. Given the product [C:3]([O:7][C:8]([N:10]([CH:11]1[CH2:15][CH2:14][N:13]([S:16]([C:19]2[CH:20]=[C:21]3[C:26](=[CH:27][CH:28]=2)[CH:25]=[N:24][CH:23]=[CH:22]3)(=[O:18])=[O:17])[CH2:12]1)[CH2:29][CH2:30][CH2:31][CH3:32])=[O:9])([CH3:6])([CH3:4])[CH3:5], predict the reactants needed to synthesize it. The reactants are: [H-].[Na+].[C:3]([O:7][C:8]([NH:10][C@H:11]1[CH2:15][CH2:14][N:13]([S:16]([C:19]2[CH:20]=[C:21]3[C:26](=[CH:27][CH:28]=2)[CH:25]=[N:24][CH:23]=[CH:22]3)(=[O:18])=[O:17])[CH2:12]1)=[O:9])([CH3:6])([CH3:5])[CH3:4].[CH2:29](I)[CH2:30][CH2:31][CH3:32].